Task: Predict which catalyst facilitates the given reaction.. Dataset: Catalyst prediction with 721,799 reactions and 888 catalyst types from USPTO (1) Reactant: [OH-].[Na+].[Cl:3][C:4]1[C:13]([CH:14]2[O:18][N:17]=[C:16]([CH3:19])[CH2:15]2)=[C:12]([S:20]([CH3:23])(=[O:22])=[O:21])[CH:11]=[CH:10][C:5]=1[C:6]([O:8]C)=[O:7].O.Cl.[CH3:26]O. Product: [CH3:26][C:11]1[C:12]([S:20]([CH3:23])(=[O:22])=[O:21])=[C:13]([CH:14]2[O:18][N:17]=[C:16]([CH3:19])[CH2:15]2)[C:4]([Cl:3])=[C:5]([CH:10]=1)[C:6]([OH:8])=[O:7]. The catalyst class is: 7. (2) Reactant: [O:1]([C:8]1[CH:13]=[CH:12][C:11]([CH:14]([NH2:16])[CH3:15])=[CH:10][CH:9]=1)[C:2]1[CH:7]=[CH:6][CH:5]=[CH:4][CH:3]=1.C[O:18][C:19](=O)[C:20]1[CH:25]=[CH:24][CH:23]=[CH:22][C:21]=1[CH2:26]Br.C([O-])([O-])=O.[K+].[K+].C(OCC)(=O)C. Product: [O:1]([C:8]1[CH:9]=[CH:10][C:11]([CH:14]([N:16]2[CH2:26][C:21]3[C:20](=[CH:25][CH:24]=[CH:23][CH:22]=3)[C:19]2=[O:18])[CH3:15])=[CH:12][CH:13]=1)[C:2]1[CH:7]=[CH:6][CH:5]=[CH:4][CH:3]=1. The catalyst class is: 11. (3) Reactant: [C:1]([C:5]1[N:6]=[C:7]2[CH2:12][CH2:11][CH:10]([C:13]([O:15]C)=[O:14])[CH2:9][N:8]2[CH:17]=1)([CH3:4])([CH3:3])[CH3:2].Cl. Product: [C:1]([C:5]1[N:6]=[C:7]2[CH2:12][CH2:11][CH:10]([C:13]([OH:15])=[O:14])[CH2:9][N:8]2[CH:17]=1)([CH3:4])([CH3:2])[CH3:3]. The catalyst class is: 6.